The task is: Predict the product of the given reaction.. This data is from Forward reaction prediction with 1.9M reactions from USPTO patents (1976-2016). Given the reactants Cl[C:2]1[N:7]=[C:6]([C@@H:8]([NH:18][C:19](=[O:24])[C:20]([F:23])([F:22])[F:21])[CH2:9][C:10]2[CH:15]=[C:14]([F:16])[CH:13]=[C:12]([F:17])[CH:11]=2)[C:5]([C:25]2[CH:26]=[CH:27][C:28]([Cl:40])=[C:29]3[C:33]=2[N:32]([CH3:34])[N:31]=[C:30]3[NH:35][S:36]([CH3:39])(=[O:38])=[O:37])=[CH:4][CH:3]=1.[C:41]([C@@:43]1([CH3:56])[O:48][CH2:47][CH2:46][N:45]([C:49]([O:51][C:52]([CH3:55])([CH3:54])[CH3:53])=[O:50])[CH2:44]1)#[CH:42].C(NCC)C, predict the reaction product. The product is: [Cl:40][C:28]1[CH:27]=[CH:26][C:25]([C:5]2[CH:4]=[CH:3][C:2]([C:42]#[C:41][C@@:43]3([CH3:56])[O:48][CH2:47][CH2:46][N:45]([C:49]([O:51][C:52]([CH3:55])([CH3:54])[CH3:53])=[O:50])[CH2:44]3)=[N:7][C:6]=2[C@@H:8]([NH:18][C:19](=[O:24])[C:20]([F:23])([F:21])[F:22])[CH2:9][C:10]2[CH:15]=[C:14]([F:16])[CH:13]=[C:12]([F:17])[CH:11]=2)=[C:33]2[C:29]=1[C:30]([NH:35][S:36]([CH3:39])(=[O:37])=[O:38])=[N:31][N:32]2[CH3:34].